Dataset: Reaction yield outcomes from USPTO patents with 853,638 reactions. Task: Predict the reaction yield, written as a fraction of the theoretical maximum amount of product (1.0 means a 100% yield; for example, 0.34 means a 34% yield). (1) The reactants are [CH2:1]([O:3][C:4](=[O:22])[CH2:5][NH:6][CH2:7][CH2:8][NH:9][S:10]([C:13]1[S:14][C:15]2[CH:21]=[CH:20][CH:19]=[CH:18][C:16]=2[N:17]=1)(=[O:12])=[O:11])[CH3:2].[CH3:23][S:24][CH2:25][CH2:26][O:27][C:28]([NH:30][C:31]1[CH:36]=[CH:35][N:34]([CH2:37][C:38](O)=[O:39])[C:33](=[O:41])[N:32]=1)=[O:29]. No catalyst specified. The product is [CH2:1]([O:3][C:4](=[O:22])[CH2:5][N:6]([CH2:7][CH2:8][NH:9][S:10]([C:13]1[S:14][C:15]2[CH:21]=[CH:20][CH:19]=[CH:18][C:16]=2[N:17]=1)(=[O:12])=[O:11])[C:38](=[O:39])[CH2:37][N:34]1[CH:35]=[CH:36][C:31]([NH:30][C:28]([O:27][CH2:26][CH2:25][S:24][CH3:23])=[O:29])=[N:32][C:33]1=[O:41])[CH3:2]. The yield is 0.850. (2) The reactants are [F:1][C:2]([F:32])([F:31])[C:3]([CH3:30])([CH3:29])[CH2:4][N:5]1[CH2:10][CH2:9][CH:8]([CH2:11][NH:12][C:13]2[CH:18]=[CH:17][C:16]([C:19]3[CH:24]=[CH:23][C:22]([C:25]([O:27]C)=[O:26])=[CH:21][CH:20]=3)=[CH:15][CH:14]=2)[CH2:7][CH2:6]1.O[Li].O. The catalyst is C1COCC1. The product is [F:32][C:2]([F:1])([F:31])[C:3]([CH3:29])([CH3:30])[CH2:4][N:5]1[CH2:10][CH2:9][CH:8]([CH2:11][NH:12][C:13]2[CH:18]=[CH:17][C:16]([C:19]3[CH:20]=[CH:21][C:22]([C:25]([OH:27])=[O:26])=[CH:23][CH:24]=3)=[CH:15][CH:14]=2)[CH2:7][CH2:6]1. The yield is 0.940. (3) The reactants are S(Cl)([Cl:3])=O.[CH2:5]([N:12]([CH3:16])[CH2:13][CH2:14]O)[C:6]1[CH:11]=[CH:10][CH:9]=[CH:8][CH:7]=1. The catalyst is C(O)C. The product is [ClH:3].[CH2:5]([N:12]([CH2:13][CH2:14][Cl:3])[CH3:16])[C:6]1[CH:11]=[CH:10][CH:9]=[CH:8][CH:7]=1. The yield is 0.940. (4) The reactants are O1[C:5]2([CH2:10][CH2:9][CH:8]([N:11]3[C:16](=[O:17])[C:15]([CH2:18][C:19]4[CH:24]=[CH:23][C:22]([C:25]5[CH:30]=[CH:29][CH:28]=[CH:27][C:26]=5[C:31]5[NH:35][C:34](=[O:36])[O:33][N:32]=5)=[CH:21][CH:20]=4)=[C:14]([CH2:37][CH2:38][CH3:39])[N:13]4[N:40]=[CH:41][N:42]=[C:12]34)[CH2:7][CH2:6]2)[O:4]CC1.Cl.O1CCCC1. The catalyst is C(OCC)(=O)C. The product is [O:4]=[C:5]1[CH2:10][CH2:9][CH:8]([N:11]2[C:16](=[O:17])[C:15]([CH2:18][C:19]3[CH:20]=[CH:21][C:22]([C:25]4[CH:30]=[CH:29][CH:28]=[CH:27][C:26]=4[C:31]4[NH:35][C:34](=[O:36])[O:33][N:32]=4)=[CH:23][CH:24]=3)=[C:14]([CH2:37][CH2:38][CH3:39])[N:13]3[N:40]=[CH:41][N:42]=[C:12]23)[CH2:7][CH2:6]1. The yield is 0.810. (5) The reactants are Br[C:2]1[CH:3]=[C:4]([C:9]2[CH:14]=[CH:13][C:12]([N:15]3[C@@H:19]([C:20]4[CH:25]=[CH:24][CH:23]=[CH:22][CH:21]=4)[C:18]([CH3:27])([CH3:26])[O:17][C:16]3=[O:28])=[CH:11][CH:10]=2)[C:5]([F:8])=[N:6][CH:7]=1.[N:29]1[CH:34]=[CH:33][CH:32]=[C:31](B(O)O)[CH:30]=1.C(=O)([O-])[O-].[Na+].[Na+].O1CCOCC1. The catalyst is [Pd].C1(P(C2C=CC=CC=2)C2C=CC=CC=2)C=CC=CC=1.C1(P(C2C=CC=CC=2)C2C=CC=CC=2)C=CC=CC=1.C1(P(C2C=CC=CC=2)C2C=CC=CC=2)C=CC=CC=1.C1(P(C2C=CC=CC=2)C2C=CC=CC=2)C=CC=CC=1.O. The product is [F:8][C:5]1[N:6]=[CH:7][C:2]([C:31]2[CH:30]=[N:29][CH:34]=[CH:33][CH:32]=2)=[CH:3][C:4]=1[C:9]1[CH:14]=[CH:13][C:12]([N:15]2[C@@H:19]([C:20]3[CH:25]=[CH:24][CH:23]=[CH:22][CH:21]=3)[C:18]([CH3:27])([CH3:26])[O:17][C:16]2=[O:28])=[CH:11][CH:10]=1. The yield is 0.830.